Dataset: NCI-60 drug combinations with 297,098 pairs across 59 cell lines. Task: Regression. Given two drug SMILES strings and cell line genomic features, predict the synergy score measuring deviation from expected non-interaction effect. (1) Drug 1: C(CC(=O)O)C(=O)CN.Cl. Drug 2: CC(C)NC(=O)C1=CC=C(C=C1)CNNC.Cl. Cell line: CCRF-CEM. Synergy scores: CSS=47.4, Synergy_ZIP=-0.418, Synergy_Bliss=-1.92, Synergy_Loewe=-2.88, Synergy_HSA=-1.48. (2) Drug 1: C1=CC=C(C=C1)NC(=O)CCCCCCC(=O)NO. Drug 2: CC1CCC2CC(C(=CC=CC=CC(CC(C(=O)C(C(C(=CC(C(=O)CC(OC(=O)C3CCCCN3C(=O)C(=O)C1(O2)O)C(C)CC4CCC(C(C4)OC)OCCO)C)C)O)OC)C)C)C)OC. Cell line: MALME-3M. Synergy scores: CSS=29.7, Synergy_ZIP=-7.39, Synergy_Bliss=-1.66, Synergy_Loewe=2.10, Synergy_HSA=3.04. (3) Drug 1: C1=C(C(=O)NC(=O)N1)N(CCCl)CCCl. Drug 2: CC(C)CN1C=NC2=C1C3=CC=CC=C3N=C2N. Cell line: HCC-2998. Synergy scores: CSS=12.3, Synergy_ZIP=1.07, Synergy_Bliss=3.64, Synergy_Loewe=0.0329, Synergy_HSA=0.445. (4) Drug 1: CC=C1C(=O)NC(C(=O)OC2CC(=O)NC(C(=O)NC(CSSCCC=C2)C(=O)N1)C(C)C)C(C)C. Drug 2: CCN(CC)CCCC(C)NC1=C2C=C(C=CC2=NC3=C1C=CC(=C3)Cl)OC. Cell line: COLO 205. Synergy scores: CSS=25.7, Synergy_ZIP=1.81, Synergy_Bliss=-0.610, Synergy_Loewe=-34.5, Synergy_HSA=-5.15. (5) Drug 1: C1CC(C1)(C(=O)O)C(=O)O.[NH2-].[NH2-].[Pt+2]. Drug 2: CC12CCC3C(C1CCC2OP(=O)(O)O)CCC4=C3C=CC(=C4)OC(=O)N(CCCl)CCCl.[Na+]. Cell line: CCRF-CEM. Synergy scores: CSS=55.5, Synergy_ZIP=0.0956, Synergy_Bliss=-1.39, Synergy_Loewe=-39.7, Synergy_HSA=-1.48. (6) Drug 1: C1=NC2=C(N=C(N=C2N1C3C(C(C(O3)CO)O)F)Cl)N. Drug 2: CS(=O)(=O)OCCCCOS(=O)(=O)C. Cell line: HCC-2998. Synergy scores: CSS=19.2, Synergy_ZIP=-7.54, Synergy_Bliss=-5.03, Synergy_Loewe=-17.3, Synergy_HSA=-3.71.